This data is from Full USPTO retrosynthesis dataset with 1.9M reactions from patents (1976-2016). The task is: Predict the reactants needed to synthesize the given product. (1) Given the product [O:14]1[C:18]2([CH2:23][CH2:22][C:21](=[CH:7][C:5]([O:4][CH3:3])=[O:6])[CH2:20][CH2:19]2)[O:17][CH2:16][CH2:15]1, predict the reactants needed to synthesize it. The reactants are: [H-].[Na+].[CH3:3][O:4][C:5]([CH2:7]P(OC)(OC)=O)=[O:6].[O:14]1[C:18]2([CH2:23][CH2:22][C:21](=O)[CH2:20][CH2:19]2)[O:17][CH2:16][CH2:15]1. (2) Given the product [CH3:1][C:2]1[CH:7]=[C:6]([NH:8][C:9]2[CH:14]=[C:13]([C:15]([F:17])([F:16])[F:18])[CH:12]=[CH:11][N:10]=2)[N:5]=[C:4]([C:19]2[CH:20]=[N:21][C:22]([C:25]3([OH:31])[CH2:30][CH2:29][N:28]([C:61]([C:35]4[N:40]=[C:42]5[NH:38][CH:36]=[CH:37][C:32]5=[CH:33][CH:34]=4)=[O:62])[CH2:27][CH2:26]3)=[CH:23][CH:24]=2)[CH:3]=1, predict the reactants needed to synthesize it. The reactants are: [CH3:1][C:2]1[CH:7]=[C:6]([NH:8][C:9]2[CH:14]=[C:13]([C:15]([F:18])([F:17])[F:16])[CH:12]=[CH:11][N:10]=2)[N:5]=[C:4]([C:19]2[CH:20]=[N:21][C:22]([C:25]3([OH:31])[CH2:30][CH2:29][NH:28][CH2:27][CH2:26]3)=[CH:23][CH:24]=2)[CH:3]=1.[CH:32]1[CH:33]=[CH:34][C:35]2[N:40](O)N=[N:38][C:36]=2[CH:37]=1.[CH3:42]CN(C(C)C)C(C)C.N1C2C(=CC=C([C:61](O)=[O:62])C=2)C=CC=1. (3) Given the product [I:21][C:18]1[CH:19]=[C:20]2[C:15](=[CH:16][CH:17]=1)[N:14]=[CH:13][N:12]=[C:11]2[O:9][C:3]1[CH:8]=[CH:7][CH:6]=[CH:5][CH:4]=1, predict the reactants needed to synthesize it. The reactants are: [H-].[Na+].[C:3]1([OH:9])[CH:8]=[CH:7][CH:6]=[CH:5][CH:4]=1.Cl[C:11]1[C:20]2[C:15](=[CH:16][CH:17]=[C:18]([I:21])[CH:19]=2)[N:14]=[CH:13][N:12]=1. (4) Given the product [F:39][C:4]1[C:3]([O:2][CH3:1])=[CH:8][C:7]([O:9][CH3:10])=[CH:6][C:5]=1[N:11]1[CH2:16][C:15]2[CH:17]=[N:18][C:19]3[NH:23][C:22]([C:33]([OH:35])=[O:34])=[CH:21][C:20]=3[C:14]=2[N:13]([CH3:36])[C:12]1=[O:37], predict the reactants needed to synthesize it. The reactants are: [CH3:1][O:2][C:3]1[CH:4]=[C:5]([N:11]2[CH2:16][C:15]3[CH:17]=[N:18][C:19]4[N:23](S(C5C=CC=CC=5)(=O)=O)[C:22]([C:33]([OH:35])=[O:34])=[CH:21][C:20]=4[C:14]=3[N:13]([CH3:36])[C:12]2=[O:37])[CH:6]=[C:7]([O:9][CH3:10])[CH:8]=1.[B-](F)(F)(F)[F:39].[B-](F)(F)(F)F.C1[N+]2(CCl)CC[N+](F)(CC2)C1. (5) Given the product [CH3:23][N:24]([CH3:29])[S:25]([NH:22][C:18]1[CH:17]=[CH:16][CH:15]=[C:14]2[C:19]=1[CH:20]=[CH:21][C:12]([NH:11][C:10]1[C:4]3[O:3][CH:2]([CH3:1])[CH2:6][C:5]=3[CH:7]=[CH:8][CH:9]=1)=[N:13]2)(=[O:27])=[O:26], predict the reactants needed to synthesize it. The reactants are: [CH3:1][CH:2]1[CH2:6][C:5]2[CH:7]=[CH:8][CH:9]=[C:10]([NH:11][C:12]3[CH:21]=[CH:20][C:19]4[C:18]([NH2:22])=[CH:17][CH:16]=[CH:15][C:14]=4[N:13]=3)[C:4]=2[O:3]1.[CH3:23][N:24]([CH3:29])[S:25](Cl)(=[O:27])=[O:26]. (6) Given the product [Cl:1][C:2]1[CH:10]=[C:9]2[C:5]([C:6]([C:11]([N:13]3[CH2:18][CH2:17][C:16]4([C:22]5[CH:23]=[CH:24][CH:25]=[CH:26][C:21]=5[CH2:20][O:19]4)[CH2:15][CH2:14]3)=[O:12])=[CH:7][N:8]2[CH2:28][CH:29]2[CH2:31][O:30]2)=[CH:4][CH:3]=1, predict the reactants needed to synthesize it. The reactants are: [Cl:1][C:2]1[CH:10]=[C:9]2[C:5]([C:6]([C:11]([N:13]3[CH2:18][CH2:17][C:16]4([C:22]5[CH:23]=[CH:24][CH:25]=[CH:26][C:21]=5[CH2:20][O:19]4)[CH2:15][CH2:14]3)=[O:12])=[CH:7][NH:8]2)=[CH:4][CH:3]=1.Br[CH2:28][CH:29]1[CH2:31][O:30]1. (7) The reactants are: C([C:4]1[CH:9]=[C:8]([O:10][C:11]2[CH:16]=[CH:15][C:14]([NH:17][C:18](=[O:25])[CH2:19][C:20]([O:22][CH2:23][CH3:24])=[O:21])=[CH:13][C:12]=2[F:26])[CH:7]=[CH:6][N:5]=1)(=O)N.C[N:28](C=O)C. Given the product [NH2:28][C:4]1[CH:9]=[C:8]([O:10][C:11]2[CH:16]=[CH:15][C:14]([NH:17][C:18](=[O:25])[CH2:19][C:20]([O:22][CH2:23][CH3:24])=[O:21])=[CH:13][C:12]=2[F:26])[CH:7]=[CH:6][N:5]=1, predict the reactants needed to synthesize it. (8) Given the product [Cl:19][C:6]1[CH:7]=[C:8]([NH:11][S:12]([C:15]([F:18])([F:17])[F:16])(=[O:14])=[O:13])[CH:9]=[CH:10][C:5]=1[C:3]1[N:34]=[C:33]([C:31]2[CH:30]=[CH:29][N:28]=[C:27]([CH2:26][CH:20]3[CH2:25][CH2:24][CH2:23][CH2:22][CH2:21]3)[CH:32]=2)[S:35][CH:2]=1, predict the reactants needed to synthesize it. The reactants are: Br[CH2:2][C:3]([C:5]1[CH:10]=[CH:9][C:8]([NH:11][S:12]([C:15]([F:18])([F:17])[F:16])(=[O:14])=[O:13])=[CH:7][C:6]=1[Cl:19])=O.[CH:20]1([CH2:26][C:27]2[CH:32]=[C:31]([C:33](=[S:35])[NH2:34])[CH:30]=[CH:29][N:28]=2)[CH2:25][CH2:24][CH2:23][CH2:22][CH2:21]1.